Task: Predict the product of the given reaction.. Dataset: Forward reaction prediction with 1.9M reactions from USPTO patents (1976-2016) (1) Given the reactants Cl.[NH:2]1[CH2:7][CH2:6][CH:5]([NH:8][C:9]([C:11]2[C:15]3[N:16]=[CH:17][N:18]=[C:19]([C:20]4[CH:25]=[C:24]([F:26])[C:23]([O:27][CH3:28])=[CH:22][C:21]=4[O:29][CH2:30][CH:31]4[CH2:33][CH2:32]4)[C:14]=3[NH:13][CH:12]=2)=[O:10])[CH2:4][CH2:3]1.Cl[C:35]([C:37]1([O:40]C(=O)C)[CH2:39][CH2:38]1)=[O:36], predict the reaction product. The product is: [OH:40][C:37]1([C:35]([N:2]2[CH2:3][CH2:4][CH:5]([NH:8][C:9]([C:11]3[C:15]4[N:16]=[CH:17][N:18]=[C:19]([C:20]5[CH:25]=[C:24]([F:26])[C:23]([O:27][CH3:28])=[CH:22][C:21]=5[O:29][CH2:30][CH:31]5[CH2:33][CH2:32]5)[C:14]=4[NH:13][CH:12]=3)=[O:10])[CH2:6][CH2:7]2)=[O:36])[CH2:39][CH2:38]1. (2) The product is: [C:1]([O:5][C:6](=[O:7])[NH:8][C@H:9]([CH2:29][C:30]1[CH:35]=[C:34]([F:36])[C:33]([F:37])=[CH:32][C:31]=1[F:38])[CH2:10][C:11]([N:13]1[CH2:18][CH2:17][N:16]2[C:19]([C:25]([F:28])([F:27])[F:26])=[N:20][C:21]([C:22](=[O:23])[NH2:44])=[C:15]2[CH2:14]1)=[O:12])([CH3:2])([CH3:4])[CH3:3]. Given the reactants [C:1]([O:5][C:6]([NH:8][C@H:9]([CH2:29][C:30]1[CH:35]=[C:34]([F:36])[C:33]([F:37])=[CH:32][C:31]=1[F:38])[CH2:10][C:11]([N:13]1[CH2:18][CH2:17][N:16]2[C:19]([C:25]([F:28])([F:27])[F:26])=[N:20][C:21]([C:22](O)=[O:23])=[C:15]2[CH2:14]1)=[O:12])=[O:7])([CH3:4])([CH3:3])[CH3:2].O=C1[N:44](P(Cl)(N2CCOC2=O)=O)CCO1.C(N(CC)CC)C.C(=O)([O-])[O-].[NH4+].[NH4+], predict the reaction product. (3) Given the reactants [OH:1][C:2]1[CH:12]=[CH:11][C:5]([C:6]([O:8][CH2:9][CH3:10])=[O:7])=[CH:4][CH:3]=1.[C:13]12([CH2:23][CH2:24]O)[CH2:22][CH:17]3[CH2:18][CH:19]([CH2:21][CH:15]([CH2:16]3)[CH2:14]1)[CH2:20]2.C1(P(C2C=CC=CC=2)C2C=CC=CC=2)C=CC=CC=1.N(C(OC(C)(C)C)=O)=NC(OC(C)(C)C)=O, predict the reaction product. The product is: [CH2:9]([O:8][C:6](=[O:7])[C:5]1[CH:4]=[CH:3][C:2]([O:1][CH2:24][CH2:23][C:13]23[CH2:22][CH:17]4[CH2:18][CH:19]([CH2:21][CH:15]([CH2:16]4)[CH2:14]2)[CH2:20]3)=[CH:12][CH:11]=1)[CH3:10]. (4) Given the reactants C(O[C@@H:5]1[O:22][C@H:21]([CH2:23][O:24][C:25](=[O:27])[CH3:26])[C@@H:16]([O:17][C:18](=[O:20])[CH3:19])[C@H:11]([O:12][C:13](=[O:15])[CH3:14])[C@H:6]1[O:7][C:8](=[O:10])[CH3:9])(=O)C.[BrH:28].CC(O)=O, predict the reaction product. The product is: [CH3:26][C:25]([O:24][CH2:23][C@H:21]1[O:22][C@H:5]([Br:28])[C@H:6]([O:7][C:8]([CH3:9])=[O:10])[C@@H:11]([O:12][C:13]([CH3:14])=[O:15])[C@@H:16]1[O:17][C:18]([CH3:19])=[O:20])=[O:27]. (5) Given the reactants [NH2:1][C:2]1[C:3](=[O:22])[N:4]([CH2:14][C:15]2[CH:20]=[CH:19][CH:18]=[CH:17][C:16]=2[F:21])[C:5](=[O:13])[N:6]([CH2:9][CH2:10][CH2:11][CH3:12])[C:7]=1[NH2:8].[N:23]1[CH:28]=[CH:27][CH:26]=[C:25]([NH:29][S:30]([C:33]2[CH:38]=[CH:37][C:36]([CH2:39][C:40](O)=O)=[CH:35][CH:34]=2)(=[O:32])=[O:31])[CH:24]=1, predict the reaction product. The product is: [CH2:9]([N:6]1[C:7]2[N:8]=[C:40]([CH2:39][C:36]3[CH:35]=[CH:34][C:33]([S:30]([NH:29][C:25]4[CH:24]=[N:23][CH:28]=[CH:27][CH:26]=4)(=[O:31])=[O:32])=[CH:38][CH:37]=3)[NH:1][C:2]=2[C:3](=[O:22])[N:4]([CH2:14][C:15]2[CH:20]=[CH:19][CH:18]=[CH:17][C:16]=2[F:21])[C:5]1=[O:13])[CH2:10][CH2:11][CH3:12]. (6) Given the reactants C([N:3]([CH2:6]C)CC)C.C1(P(N=[N+]=[N-])(C2C=CC=CC=2)=[O:15])C=CC=CC=1.[CH2:25]([O:32][C:33]([NH:35][CH2:36][C@H:37]1[CH2:42][CH2:41][C@H:40](C(O)=O)[CH2:39][CH2:38]1)=[O:34])[C:26]1[CH:31]=[CH:30][CH:29]=[CH:28][CH:27]=1.[C:46]([OH:50])([CH3:49])([CH3:48])[CH3:47], predict the reaction product. The product is: [C:46]([O:50][C:6]([NH:3][C@H:40]1[CH2:39][CH2:38][C@H:37]([CH2:36][NH:35][C:33](=[O:34])[O:32][CH2:25][C:26]2[CH:27]=[CH:28][CH:29]=[CH:30][CH:31]=2)[CH2:42][CH2:41]1)=[O:15])([CH3:49])([CH3:48])[CH3:47].